Dataset: Full USPTO retrosynthesis dataset with 1.9M reactions from patents (1976-2016). Task: Predict the reactants needed to synthesize the given product. (1) Given the product [CH3:1][C@H:2]1[CH2:7][N:6]2[N:8]=[CH:9][C:10]([CH:11]3[CH2:15][CH2:14][NH:13][C:12]3=[O:16])=[C:5]2[CH2:4][NH:3]1, predict the reactants needed to synthesize it. The reactants are: [CH3:1][C@H:2]1[CH2:7][N:6]2[N:8]=[CH:9][C:10]([CH:11]3[CH2:15][CH2:14][NH:13][C:12]3=[O:16])=[C:5]2[CH2:4][N:3]1C(OC(C)(C)C)=O.Cl. (2) Given the product [F:12][C:3]1[CH:4]=[CH:5][C:6]([S:8]([CH3:11])(=[O:10])=[O:9])=[CH:7][C:2]=1[C:50]1[C:55]2[N:56]=[CH:57][N:58]=[CH:59][C:54]=2[C:53](=[O:60])[N:52]([CH3:61])[CH:51]=1, predict the reactants needed to synthesize it. The reactants are: Br[C:2]1[CH:7]=[C:6]([S:8]([CH3:11])(=[O:10])=[O:9])[CH:5]=[CH:4][C:3]=1[F:12].BrC1C=C(S(CC)(=O)=O)C=CC=1OCCC.FC1C=CC(S(C)(=O)=O)=CC=1B1OC(C)(C)C(C)(C)O1.Br[C:50]1[C:55]2[N:56]=[CH:57][N:58]=[CH:59][C:54]=2[C:53](=[O:60])[N:52]([CH3:61])[CH:51]=1. (3) Given the product [NH:12]1[CH2:16][CH2:15][CH:14]([C:17]([O:19][CH3:20])=[O:18])[CH2:13]1, predict the reactants needed to synthesize it. The reactants are: C([O-])=O.[NH4+].C1(C[N:12]2[CH2:16][CH2:15][CH:14]([C:17]([O:19][CH3:20])=[O:18])[CH2:13]2)C=CC=CC=1. (4) Given the product [OH:9][C:8]1[C:6]2[O:7][CH:16]([C:17]3[CH:22]=[CH:21][C:20]([O:23][CH3:24])=[CH:19][CH:18]=3)[O:5][C:4]=2[CH:3]=[C:2]([C:1]([O:12][CH3:13])=[O:11])[CH:10]=1, predict the reactants needed to synthesize it. The reactants are: [C:1]([O:12][CH3:13])(=[O:11])[C:2]1[CH:10]=[C:8]([OH:9])[C:6]([OH:7])=[C:4]([OH:5])[CH:3]=1.CO[CH:16](OC)[C:17]1[CH:22]=[CH:21][C:20]([O:23][CH3:24])=[CH:19][CH:18]=1.O. (5) Given the product [C:23]1([C:21](=[O:22])[CH2:20][N:16]2[CH2:17][CH2:18][N:13]([C:7]3[CH:12]=[CH:11][CH:10]=[CH:9][CH:8]=3)[CH2:14][CH2:15]2)[CH:28]=[CH:27][CH:26]=[CH:25][CH:24]=1, predict the reactants needed to synthesize it. The reactants are: C(=O)([O-])[O-].[K+].[K+].[C:7]1([N:13]2[CH2:18][CH2:17][NH:16][CH2:15][CH2:14]2)[CH:12]=[CH:11][CH:10]=[CH:9][CH:8]=1.Cl[CH2:20][C:21]([C:23]1[CH:28]=[CH:27][CH:26]=[CH:25][CH:24]=1)=[O:22].O. (6) Given the product [CH3:6][C:2]([O:1][S:16]([CH3:15])(=[O:18])=[O:17])([CH3:7])[C:3](=[O:5])[CH3:4], predict the reactants needed to synthesize it. The reactants are: [OH:1][C:2]([CH3:7])([CH3:6])[C:3](=[O:5])[CH3:4].CCN(CC)CC.[CH3:15][S:16](Cl)(=[O:18])=[O:17].O.